Dataset: Forward reaction prediction with 1.9M reactions from USPTO patents (1976-2016). Task: Predict the product of the given reaction. Given the reactants [NH3:1].[CH2:2]([O:4][C:5]([C:7]1[C:8]2[S:16][CH:15]=[C:14]([CH2:17][O:18][C:19]3[CH:24]=[C:23]([C:25]4[O:29][N:28]=[C:27]([CH3:30])[N:26]=4)[CH:22]=[CH:21][C:20]=3[CH3:31])[C:9]=2[C:10](Cl)=[N:11][CH:12]=1)=[O:6])[CH3:3], predict the reaction product. The product is: [CH2:2]([O:4][C:5]([C:7]1[C:8]2[S:16][CH:15]=[C:14]([CH2:17][O:18][C:19]3[CH:24]=[C:23]([C:25]4[O:29][N:28]=[C:27]([CH3:30])[N:26]=4)[CH:22]=[CH:21][C:20]=3[CH3:31])[C:9]=2[C:10]([NH2:1])=[N:11][CH:12]=1)=[O:6])[CH3:3].